Dataset: Full USPTO retrosynthesis dataset with 1.9M reactions from patents (1976-2016). Task: Predict the reactants needed to synthesize the given product. (1) Given the product [C:1]([C:5]1[CH:9]=[C:8]([NH:10][C:11]([NH:53][C:52]2[CH:54]=[CH:55][CH:56]=[C:50]([S:49][C:40]3[C:39]4[C:44](=[CH:45][C:46]([O:47][CH3:48])=[C:37]([O:36][CH3:35])[CH:38]=4)[N:43]=[CH:42][N:41]=3)[CH:51]=2)=[O:19])[N:7]([CH:20]2[CH2:25][CH2:24][CH2:23][CH2:22][CH2:21]2)[N:6]=1)([CH3:2])([CH3:4])[CH3:3], predict the reactants needed to synthesize it. The reactants are: [C:1]([C:5]1[CH:9]=[C:8]([NH:10][C:11](=[O:19])OC2C=CC=CC=2)[N:7]([CH:20]2[CH2:25][CH2:24][CH2:23][CH2:22][CH2:21]2)[N:6]=1)([CH3:4])([CH3:3])[CH3:2].C(N(CC)C(C)C)(C)C.[CH3:35][O:36][C:37]1[CH:38]=[C:39]2[C:44](=[CH:45][C:46]=1[O:47][CH3:48])[N:43]=[CH:42][N:41]=[C:40]2[S:49][C:50]1[CH:51]=[C:52]([CH:54]=[CH:55][CH:56]=1)[NH2:53]. (2) Given the product [C:22]([CH:26]1[CH2:31][CH:30]([CH2:32][CH2:33][N:19]2[C:4]3=[CH:5][N:6]=[C:7]([NH2:8])[C:2]([Br:1])=[C:3]3[CH:21]=[CH:20]2)[CH2:29][CH2:28][N:27]1[C:39]([NH2:41])=[O:40])([CH3:23])([CH3:24])[CH3:25], predict the reactants needed to synthesize it. The reactants are: [Br:1][C:2]1[C:7]([N:8]2C(=O)C3C(=CC=CC=3)C2=O)=[N:6][CH:5]=[C:4]2[NH:19][CH:20]=[CH:21][C:3]=12.[C:22]([CH:26]1[CH2:31][CH:30]([CH2:32][CH2:33]OS(C)(=O)=O)[CH2:29][CH2:28][N:27]1[C:39]([NH2:41])=[O:40])([CH3:25])([CH3:24])[CH3:23].C(=O)([O-])[O-].[Cs+].[Cs+].O.NN.